This data is from Drug-target binding data from BindingDB using IC50 measurements. The task is: Regression. Given a target protein amino acid sequence and a drug SMILES string, predict the binding affinity score between them. We predict pIC50 (pIC50 = -log10(IC50 in M); higher means more potent). Dataset: bindingdb_ic50. The small molecule is Fc1ccccc1Cn1nc2c(C(F)(F)F)cccc2c1-c1ccc(Cl)cc1. The target protein sequence is SSPPQILPQLSPEQLGMIEKLVAAQQQCNRRSFSDRLRVTPWPMAPDPHSREARQQRFAHFTELAIVSVQEIVDFAKQLPGFLQLSREDQIALLKTSAIEVMLLETSRRYNPGSESITFLKDFSYNREDFAKAGLQVEFINPIFEFSRAMNELQLNDAEFALLIAISIFSADRPNVQDQLQVERLQHTYVEALHAYVSIHHPHDRLMFPRMLMKLVSLRTLSSVHSEQVFALRLQDKKLPPLLSEIWDVHE. The pIC50 is 6.5.